From a dataset of Full USPTO retrosynthesis dataset with 1.9M reactions from patents (1976-2016). Predict the reactants needed to synthesize the given product. (1) The reactants are: [Cl:1][C:2]1[CH:7]=[CH:6][C:5]([CH:8](O)[C:9]2[C:10]([C:17]([O:19][CH2:20][CH3:21])=[O:18])=[N:11][N:12]([CH:14]3[CH2:16][CH2:15]3)[CH:13]=2)=[CH:4][CH:3]=1.[NH2:23][C:24]1[CH:25]=[C:26]([Cl:32])[C:27](=[O:31])[N:28]([CH3:30])[CH:29]=1. Given the product [Cl:32][C:26]1[C:27](=[O:31])[N:28]([CH3:30])[CH:29]=[C:24]([NH:23][CH:8]([C:5]2[CH:6]=[CH:7][C:2]([Cl:1])=[CH:3][CH:4]=2)[C:9]2[C:10]([C:17]([O:19][CH2:20][CH3:21])=[O:18])=[N:11][N:12]([CH:14]3[CH2:16][CH2:15]3)[CH:13]=2)[CH:25]=1, predict the reactants needed to synthesize it. (2) The reactants are: [NH2:1][C:2]1[C:7](I)=[CH:6][C:5]([Cl:9])=[CH:4][N:3]=1.C(N(CC)CC)C.[C:17]([Si:19]([CH3:22])([CH3:21])[CH3:20])#[CH:18]. Given the product [NH2:1][C:2]1[C:7]([C:18]#[C:17][Si:19]([CH3:22])([CH3:21])[CH3:20])=[CH:6][C:5]([Cl:9])=[CH:4][N:3]=1, predict the reactants needed to synthesize it. (3) Given the product [C:23]1([C:20]2[N:19]=[CH:18][C:17]([C:15]([NH:14][C:11]3[CH:12]=[CH:13][C:7]4[N:6]=[C:5]([C:3]([OH:4])=[O:2])[NH:9][C:8]=4[CH:10]=3)=[O:16])=[CH:22][N:21]=2)[CH:24]=[CH:25][CH:26]=[CH:27][CH:28]=1, predict the reactants needed to synthesize it. The reactants are: C[O:2][C:3]([C:5]1[NH:9][C:8]2[CH:10]=[C:11]([NH:14][C:15]([C:17]3[CH:18]=[N:19][C:20]([C:23]4[CH:28]=[CH:27][CH:26]=[CH:25][CH:24]=4)=[N:21][CH:22]=3)=[O:16])[CH:12]=[CH:13][C:7]=2[N:6]=1)=[O:4].[Li+].[OH-]. (4) The reactants are: [Cl:1][C:2]1[CH:7]=[CH:6][C:5]([CH:8]2[N:12]([C:13]3[CH:18]=[CH:17][C:16]([C:19]([OH:21])=[O:20])=[CH:15][CH:14]=3)[N:11]=[C:10]([C:22]3[S:23][CH:24]=[CH:25][C:26]=3[Cl:27])[CH2:9]2)=[CH:4][CH:3]=1.N(C1C=CC(C(O)=O)=CC=1)N. Given the product [Cl:1][C:2]1[CH:7]=[CH:6][C:5]([C:8]2[N:12]([C:13]3[CH:14]=[CH:15][C:16]([C:19]([OH:21])=[O:20])=[CH:17][CH:18]=3)[N:11]=[C:10]([C:22]3[S:23][CH:24]=[CH:25][C:26]=3[Cl:27])[CH:9]=2)=[CH:4][CH:3]=1, predict the reactants needed to synthesize it. (5) Given the product [CH3:30][CH:29]([N:31]1[CH:35]=[C:34]([C:2]2[CH:10]=[CH:9][CH:8]=[C:7]3[C:3]=2[CH:4]=[C:5]([C:20]2[CH:21]=[CH:22][C:23]([CH:24]=[O:25])=[CH:26][CH:27]=2)[N:6]3[S:11]([C:14]2[CH:19]=[CH:18][CH:17]=[CH:16][CH:15]=2)(=[O:13])=[O:12])[C:33]([C:45]2[CH:46]=[CH:47][C:48]([N+:51]([O-:53])=[O:52])=[CH:49][CH:50]=2)=[N:32]1)[CH3:28], predict the reactants needed to synthesize it. The reactants are: Br[C:2]1[CH:10]=[CH:9][CH:8]=[C:7]2[C:3]=1[CH:4]=[C:5]([C:20]1[CH:27]=[CH:26][C:23]([CH:24]=[O:25])=[CH:22][CH:21]=1)[N:6]2[S:11]([C:14]1[CH:19]=[CH:18][CH:17]=[CH:16][CH:15]=1)(=[O:13])=[O:12].[CH3:28][CH:29]([N:31]1[CH:35]=[C:34](B2OC(C)(C)C(C)(C)O2)[C:33]([C:45]2[CH:50]=[CH:49][C:48]([N+:51]([O-:53])=[O:52])=[CH:47][CH:46]=2)=[N:32]1)[CH3:30]. (6) Given the product [C:29]([C:13]1[C:14]2[C:19](=[CH:18][CH:17]=[C:16]([O:22][C:23]3[CH:28]=[CH:27][CH:26]=[CH:25][CH:24]=3)[CH:15]=2)[C:20]([OH:21])=[C:11]([C:9]([NH:8][CH2:7][CH2:6][C@@H:2]([NH:1][C:40]([N:39]([CH3:43])[CH3:38])=[O:41])[C:3]([OH:5])=[O:4])=[O:10])[N:12]=1)#[N:30], predict the reactants needed to synthesize it. The reactants are: [NH2:1][C@H:2]([CH2:6][CH2:7][NH:8][C:9]([C:11]1[N:12]=[C:13]([C:29]#[N:30])[C:14]2[C:19]([C:20]=1[OH:21])=[CH:18][CH:17]=[C:16]([O:22][C:23]1[CH:28]=[CH:27][CH:26]=[CH:25][CH:24]=1)[CH:15]=2)=[O:10])[C:3]([OH:5])=[O:4].C(N(CC)CC)C.[CH3:38][N:39]([CH3:43])[C:40](Cl)=[O:41].Cl.